From a dataset of Forward reaction prediction with 1.9M reactions from USPTO patents (1976-2016). Predict the product of the given reaction. (1) The product is: [CH2:35]([O:34][C:32]([C:30]1[N:31]=[C:26]2[CH:25]=[CH:24][C:23]([NH:21][C:19]([C:6]3[N:7]([CH2:11][C:12]4[CH:17]=[CH:16][CH:15]=[C:14]([F:18])[CH:13]=4)[C:8]4[C:4]([CH:5]=3)=[CH:3][C:2]([F:1])=[CH:10][CH:9]=4)=[O:20])=[N:28][N:27]2[CH:29]=1)=[O:33])[CH3:36]. Given the reactants [F:1][C:2]1[CH:3]=[C:4]2[C:8](=[CH:9][CH:10]=1)[N:7]([CH2:11][C:12]1[CH:17]=[CH:16][CH:15]=[C:14]([F:18])[CH:13]=1)[C:6]([C:19]([NH2:21])=[O:20])=[CH:5]2.Br[C:23]1[CH:24]=[CH:25][C:26]2[N:27]([CH:29]=[C:30]([C:32]([O:34][CH2:35][CH3:36])=[O:33])[N:31]=2)[N:28]=1.C(=O)([O-])[O-].[K+].[K+].[C@@H]1(N)CCCC[C@H]1N, predict the reaction product. (2) Given the reactants [Li]CCCC.[CH3:6][O:7][C:8]1[CH:12]=[CH:11][S:10][CH:9]=1.C(OCC)C.CON(C)[C:21](=[O:33])[C:22]1[CH:27]=[CH:26][C:25]([O:28][C:29]([F:32])([F:31])[F:30])=[CH:24][CH:23]=1, predict the reaction product. The product is: [F:30][C:29]([F:31])([F:32])[O:28][C:25]1[CH:24]=[CH:23][C:22]([C:21]([C:9]2[S:10][CH:11]=[CH:12][C:8]=2[O:7][CH3:6])=[O:33])=[CH:27][CH:26]=1.